From a dataset of Catalyst prediction with 721,799 reactions and 888 catalyst types from USPTO. Predict which catalyst facilitates the given reaction. (1) Reactant: [Br:1][C:2]1[CH:12]=[C:11]([C:13]#[N:14])[CH:10]=[CH:9][C:3]=1[O:4][CH2:5][C:6]([OH:8])=O.[CH:15]([NH:18][NH:19][C:20](=[O:27])[C:21]1[CH:26]=[CH:25][CH:24]=[CH:23][CH:22]=1)([CH3:17])[CH3:16].C(N(C(C)C)CC)(C)C.C1CN([P+](Br)(N2CCCC2)N2CCCC2)CC1.F[P-](F)(F)(F)(F)F. Product: [Br:1][C:2]1[CH:12]=[C:11]([C:13]#[N:14])[CH:10]=[CH:9][C:3]=1[O:4][CH2:5][C:6]([N:18]([CH:15]([CH3:17])[CH3:16])[NH:19][C:20](=[O:27])[C:21]1[CH:26]=[CH:25][CH:24]=[CH:23][CH:22]=1)=[O:8]. The catalyst class is: 3. (2) Reactant: [N+:1]([C:4]1[CH:12]=[C:11]2[C:7]([CH:8]=[N:9][N:10]2[CH2:13][O:14][CH2:15][CH2:16][Si:17]([CH3:20])([CH3:19])[CH3:18])=[CH:6][C:5]=1[C:21]1[CH:22]=[C:23]([CH:33]=[CH:34][CH:35]=1)[CH2:24][NH:25][C:26](=[O:32])[O:27][C:28]([CH3:31])([CH3:30])[CH3:29])([O-])=O. The catalyst class is: 78. Product: [NH2:1][C:4]1[CH:12]=[C:11]2[C:7]([CH:8]=[N:9][N:10]2[CH2:13][O:14][CH2:15][CH2:16][Si:17]([CH3:20])([CH3:19])[CH3:18])=[CH:6][C:5]=1[C:21]1[CH:22]=[C:23]([CH:33]=[CH:34][CH:35]=1)[CH2:24][NH:25][C:26](=[O:32])[O:27][C:28]([CH3:29])([CH3:30])[CH3:31]. (3) Reactant: [NH:1]1[CH2:6][CH2:5][CH2:4][CH2:3][CH2:2]1.C[S+]([O-])CCCC[N:13]=[C:14]=[S:15]. Product: [N:1]1([C:14](=[S:15])[NH2:13])[CH2:6][CH2:5][CH2:4][CH2:3][CH2:2]1. The catalyst class is: 4. (4) Reactant: [Br-].C(O[P+](OCC)(OCC)[CH2:6][C:7]1[CH:12]=[CH:11][CH:10]=[C:9]([F:13])[CH:8]=1)C.C1OCCOCCOCCOCCOC1.[H-].[Na+].[C:37]([N:44]1[CH2:49][CH2:48][C:47](=O)[CH2:46][CH2:45]1)([O:39][C:40]([CH3:43])([CH3:42])[CH3:41])=[O:38]. Product: [F:13][C:9]1[CH:8]=[C:7]([CH:12]=[CH:11][CH:10]=1)[CH:6]=[C:47]1[CH2:48][CH2:49][N:44]([C:37]([O:39][C:40]([CH3:43])([CH3:42])[CH3:41])=[O:38])[CH2:45][CH2:46]1. The catalyst class is: 1.